Regression. Given two drug SMILES strings and cell line genomic features, predict the synergy score measuring deviation from expected non-interaction effect. From a dataset of NCI-60 drug combinations with 297,098 pairs across 59 cell lines. (1) Drug 1: CC1=CC2C(CCC3(C2CCC3(C(=O)C)OC(=O)C)C)C4(C1=CC(=O)CC4)C. Drug 2: C1CN(CCN1C(=O)CCBr)C(=O)CCBr. Cell line: NCI-H322M. Synergy scores: CSS=-9.85, Synergy_ZIP=5.61, Synergy_Bliss=1.19, Synergy_Loewe=-7.62, Synergy_HSA=-6.80. (2) Drug 1: CCC1=C2CN3C(=CC4=C(C3=O)COC(=O)C4(CC)O)C2=NC5=C1C=C(C=C5)O. Drug 2: CS(=O)(=O)CCNCC1=CC=C(O1)C2=CC3=C(C=C2)N=CN=C3NC4=CC(=C(C=C4)OCC5=CC(=CC=C5)F)Cl. Cell line: MCF7. Synergy scores: CSS=27.6, Synergy_ZIP=-6.16, Synergy_Bliss=1.28, Synergy_Loewe=-18.8, Synergy_HSA=3.61. (3) Drug 1: COC1=NC(=NC2=C1N=CN2C3C(C(C(O3)CO)O)O)N. Drug 2: CC1=C(C(=CC=C1)Cl)NC(=O)C2=CN=C(S2)NC3=CC(=NC(=N3)C)N4CCN(CC4)CCO. Cell line: SF-295. Synergy scores: CSS=0.802, Synergy_ZIP=1.12, Synergy_Bliss=1.94, Synergy_Loewe=-6.77, Synergy_HSA=-2.15. (4) Drug 1: CS(=O)(=O)C1=CC(=C(C=C1)C(=O)NC2=CC(=C(C=C2)Cl)C3=CC=CC=N3)Cl. Drug 2: C1=CC(=CC=C1CC(C(=O)O)N)N(CCCl)CCCl.Cl. Cell line: SW-620. Synergy scores: CSS=18.8, Synergy_ZIP=-4.29, Synergy_Bliss=2.24, Synergy_Loewe=-16.2, Synergy_HSA=-1.76. (5) Drug 1: C1=C(C(=O)NC(=O)N1)F. Drug 2: C1=CC(=CC=C1CCCC(=O)O)N(CCCl)CCCl. Cell line: PC-3. Synergy scores: CSS=47.3, Synergy_ZIP=-2.17, Synergy_Bliss=-0.807, Synergy_Loewe=4.10, Synergy_HSA=5.68. (6) Drug 1: CN1CCC(CC1)COC2=C(C=C3C(=C2)N=CN=C3NC4=C(C=C(C=C4)Br)F)OC. Drug 2: CC1=CC=C(C=C1)C2=CC(=NN2C3=CC=C(C=C3)S(=O)(=O)N)C(F)(F)F. Cell line: NCI-H322M. Synergy scores: CSS=38.2, Synergy_ZIP=-0.717, Synergy_Bliss=1.37, Synergy_Loewe=-23.2, Synergy_HSA=3.16. (7) Drug 1: CCC1=CC2CC(C3=C(CN(C2)C1)C4=CC=CC=C4N3)(C5=C(C=C6C(=C5)C78CCN9C7C(C=CC9)(C(C(C8N6C)(C(=O)OC)O)OC(=O)C)CC)OC)C(=O)OC.C(C(C(=O)O)O)(C(=O)O)O. Drug 2: CC1=CC2C(CCC3(C2CCC3(C(=O)C)OC(=O)C)C)C4(C1=CC(=O)CC4)C. Cell line: HT29. Synergy scores: CSS=64.4, Synergy_ZIP=8.43, Synergy_Bliss=2.89, Synergy_Loewe=-45.7, Synergy_HSA=2.47.